Dataset: NCI-60 drug combinations with 297,098 pairs across 59 cell lines. Task: Regression. Given two drug SMILES strings and cell line genomic features, predict the synergy score measuring deviation from expected non-interaction effect. (1) Drug 1: CNC(=O)C1=NC=CC(=C1)OC2=CC=C(C=C2)NC(=O)NC3=CC(=C(C=C3)Cl)C(F)(F)F. Synergy scores: CSS=-2.14, Synergy_ZIP=5.61, Synergy_Bliss=9.34, Synergy_Loewe=1.74, Synergy_HSA=0.931. Drug 2: C(CN)CNCCSP(=O)(O)O. Cell line: K-562. (2) Drug 1: CC1OCC2C(O1)C(C(C(O2)OC3C4COC(=O)C4C(C5=CC6=C(C=C35)OCO6)C7=CC(=C(C(=C7)OC)O)OC)O)O. Drug 2: C1=CC=C(C(=C1)C(C2=CC=C(C=C2)Cl)C(Cl)Cl)Cl. Cell line: A549. Synergy scores: CSS=44.4, Synergy_ZIP=1.66, Synergy_Bliss=2.83, Synergy_Loewe=-22.6, Synergy_HSA=3.36.